This data is from Full USPTO retrosynthesis dataset with 1.9M reactions from patents (1976-2016). The task is: Predict the reactants needed to synthesize the given product. (1) Given the product [CH3:16][C:10]1([CH3:17])[CH2:9][C:8]2[C:7](=[O:18])[C:6]3[C:5]([C:19]([O:21][CH3:22])=[O:20])=[CH:4][CH:3]=[CH:2][C:15]=3[NH:14][C:13]=2[CH2:12][CH2:11]1, predict the reactants needed to synthesize it. The reactants are: Br[C:2]1[C:15]2[NH:14][C:13]3[CH2:12][CH2:11][C:10]([CH3:17])([CH3:16])[CH2:9][C:8]=3[C:7](=[O:18])[C:6]=2[C:5]([C:19]([O:21][CH3:22])=[O:20])=[CH:4][CH:3]=1.C(OCC)(=O)C. (2) The reactants are: C(O[C:6]([N:8]1[CH2:12][C:11](=[N:13][O:14][CH3:15])[CH2:10][C@H:9]1[C:16]([OH:18])=O)=[O:7])(C)(C)C.[C:19]1([C:28]2[CH:33]=[CH:32][CH:31]=[CH:30][CH:29]=2)[CH:24]=[CH:23][C:22](C(Cl)=O)=[CH:21][CH:20]=1.[NH2:34][CH2:35][CH:36]([OH:45])[CH2:37][O:38][C:39]1[CH:44]=[CH:43][CH:42]=[CH:41][CH:40]=1. Given the product [C:28]1([C:19]2[CH:20]=[CH:21][CH:22]=[CH:23][CH:24]=2)[CH:29]=[CH:30][C:31]([C:6]([N:8]2[CH2:12][C:11](=[N:13][O:14][CH3:15])[CH2:10][CH:9]2[C:16]([NH:34][CH2:35][CH:36]([OH:45])[CH2:37][O:38][C:39]2[CH:44]=[CH:43][CH:42]=[CH:41][CH:40]=2)=[O:18])=[O:7])=[CH:32][CH:33]=1, predict the reactants needed to synthesize it. (3) Given the product [CH3:31][N:30]([CH3:32])[CH2:29][CH2:28][C:4]1([C:7]([O:9][CH2:10][CH3:11])=[O:8])[CH2:3][CH2:2][N:1]([C:12]([O:14][C:15]([CH3:17])([CH3:16])[CH3:18])=[O:13])[CH2:6][CH2:5]1, predict the reactants needed to synthesize it. The reactants are: [N:1]1([C:12]([O:14][C:15]([CH3:18])([CH3:17])[CH3:16])=[O:13])[CH2:6][CH2:5][CH:4]([C:7]([O:9][CH2:10][CH3:11])=[O:8])[CH2:3][CH2:2]1.[Li+].CC([N-]C(C)C)C.Br[CH2:28][CH2:29][N:30]([CH3:32])[CH3:31]. (4) Given the product [F:1][C:2]1[CH:3]=[C:4]([CH:8]2[CH2:12][CH2:11][CH2:10][N:9]2[C:13]2[CH:18]=[CH:17][N:16]3[N:19]=[CH:20][C:21](/[CH:22]=[CH:23]/[C:24]([N:29]([CH3:30])[CH3:28])=[O:26])=[C:15]3[N:14]=2)[CH:5]=[N:6][CH:7]=1, predict the reactants needed to synthesize it. The reactants are: [F:1][C:2]1[CH:3]=[C:4]([CH:8]2[CH2:12][CH2:11][CH2:10][N:9]2[C:13]2[CH:18]=[CH:17][N:16]3[N:19]=[CH:20][C:21](/[CH:22]=[CH:23]/[C:24]([OH:26])=O)=[C:15]3[N:14]=2)[CH:5]=[N:6][CH:7]=1.Cl.[CH3:28][NH:29][CH3:30].CCN(C(C)C)C(C)C.CN(C(ON1N=NC2C=CC=NC1=2)=[N+](C)C)C.F[P-](F)(F)(F)(F)F. (5) Given the product [C:1]([C:5]1[N:9]([CH2:10][CH:11]2[CH2:16][CH2:15][C:14]([F:18])([F:17])[CH2:13][CH2:12]2)[C:8]2[CH:19]=[CH:20][C:21]([S:23]([N:27]3[CH2:32][CH2:31][CH2:30][C@H:29]([C:33]([O:35][CH2:36][CH3:37])=[O:34])[CH2:28]3)(=[O:25])=[O:24])=[CH:22][C:7]=2[N:6]=1)([CH3:4])([CH3:3])[CH3:2], predict the reactants needed to synthesize it. The reactants are: [C:1]([C:5]1[N:9]([CH2:10][CH:11]2[CH2:16][CH2:15][C:14]([F:18])([F:17])[CH2:13][CH2:12]2)[C:8]2[CH:19]=[CH:20][C:21]([S:23](Cl)(=[O:25])=[O:24])=[CH:22][C:7]=2[N:6]=1)([CH3:4])([CH3:3])[CH3:2].[NH:27]1[CH2:32][CH2:31][CH2:30][C@H:29]([C:33]([O:35][CH2:36][CH3:37])=[O:34])[CH2:28]1. (6) Given the product [C:21]([C:25]1[CH:26]=[CH:27][C:28]([NH:29][C:2]2[N:11]=[C:10]([N:12]3[CH2:16][CH2:15][CH2:14][CH2:13]3)[C:9]3[C:4](=[CH:5][C:6]([O:19][CH3:20])=[C:7]([O:17][CH3:18])[CH:8]=3)[N:3]=2)=[CH:30][CH:31]=1)([CH3:24])([CH3:22])[CH3:23], predict the reactants needed to synthesize it. The reactants are: Cl[C:2]1[N:11]=[C:10]([N:12]2[CH2:16][CH2:15][CH2:14][CH2:13]2)[C:9]2[C:4](=[CH:5][C:6]([O:19][CH3:20])=[C:7]([O:17][CH3:18])[CH:8]=2)[N:3]=1.[C:21]([C:25]1[CH:31]=[CH:30][C:28]([NH2:29])=[CH:27][CH:26]=1)([CH3:24])([CH3:23])[CH3:22].